Dataset: Full USPTO retrosynthesis dataset with 1.9M reactions from patents (1976-2016). Task: Predict the reactants needed to synthesize the given product. (1) Given the product [CH2:1]([O:8][C:9]1[CH:10]=[CH:11][C:12]([CH2:13][N:14]([CH2:15][CH2:16][CH2:17][CH3:18])[C:32](=[O:33])[CH2:31][O:30][C:29]2[CH:28]=[CH:27][C:26]([CH2:25][C@H:24]([O:23][CH2:21][CH3:22])[C:37]([O:39][CH2:40][CH3:41])=[O:38])=[CH:36][CH:35]=2)=[CH:19][CH:20]=1)[C:2]1[CH:3]=[CH:4][CH:5]=[CH:6][CH:7]=1, predict the reactants needed to synthesize it. The reactants are: [CH2:1]([O:8][C:9]1[CH:20]=[CH:19][C:12]([CH2:13][NH:14][CH2:15][CH2:16][CH2:17][CH3:18])=[CH:11][CH:10]=1)[C:2]1[CH:7]=[CH:6][CH:5]=[CH:4][CH:3]=1.[CH2:21]([O:23][C@H:24]([C:37]([O:39][CH2:40][CH3:41])=[O:38])[CH2:25][C:26]1[CH:36]=[CH:35][C:29]([O:30][CH2:31][C:32](O)=[O:33])=[CH:28][CH:27]=1)[CH3:22].C(N(CC)C(C)C)(C)C.F[B-](F)(F)F.N1(OC(N(C)C)=[N+](C)C)C2C=CC=CC=2N=N1. (2) The reactants are: [NH2:1][C:2]1[C:3]([CH3:22])=[N:4][C:5]2[C:10]([N:11]=1)=[C:9]([C:12]1[NH:20][C:19]3[CH2:18][CH2:17][NH:16][C:15](=[O:21])[C:14]=3[CH:13]=1)[CH:8]=[CH:7][CH:6]=2.CCN(C(C)C)C(C)C.Cl.[NH2:33][C:34](N)=[NH:35].O. Given the product [CH3:22][C:3]1[C:2]([NH:1][C:34]([NH2:35])=[NH:33])=[N:11][C:10]2[C:5]([N:4]=1)=[CH:6][CH:7]=[CH:8][C:9]=2[C:12]1[NH:20][C:19]2[CH2:18][CH2:17][NH:16][C:15](=[O:21])[C:14]=2[CH:13]=1, predict the reactants needed to synthesize it.